This data is from M1 muscarinic receptor agonist screen with 61,833 compounds. The task is: Binary Classification. Given a drug SMILES string, predict its activity (active/inactive) in a high-throughput screening assay against a specified biological target. (1) The result is 0 (inactive). The compound is S(c1n(c(nn1)Cc1ccccc1)CC)CC(O)=O. (2) The drug is S\1C(CC(=O)N(C1=N\c1cc2OCOc2cc1)C)C(=O)Nc1ccc(OCC)cc1. The result is 0 (inactive). (3) The molecule is S(c1n(CC(=O)N2CCOCC2)c2c(n1)cccc2)CC(=O)c1cc(OC)ccc1. The result is 0 (inactive).